This data is from Full USPTO retrosynthesis dataset with 1.9M reactions from patents (1976-2016). The task is: Predict the reactants needed to synthesize the given product. (1) Given the product [CH2:1]([O:8][C:9]1[CH:18]=[C:17]2[C:12]([C:13]([NH:38][C:37]3[CH:39]=[CH:40][C:41]([F:42])=[C:35]([Cl:34])[CH:36]=3)=[N:14][CH:15]=[N:16]2)=[C:11]([O:20][CH2:21][C@H:22]2[CH2:26][CH2:25][CH2:24][N:23]2[C:27]([O:29][C:30]([CH3:33])([CH3:32])[CH3:31])=[O:28])[CH:10]=1)[C:2]1[CH:3]=[CH:4][CH:5]=[CH:6][CH:7]=1, predict the reactants needed to synthesize it. The reactants are: [CH2:1]([O:8][C:9]1[CH:18]=[C:17]2[C:12]([C:13](Cl)=[N:14][CH:15]=[N:16]2)=[C:11]([O:20][CH2:21][C@H:22]2[CH2:26][CH2:25][CH2:24][N:23]2[C:27]([O:29][C:30]([CH3:33])([CH3:32])[CH3:31])=[O:28])[CH:10]=1)[C:2]1[CH:7]=[CH:6][CH:5]=[CH:4][CH:3]=1.[Cl:34][C:35]1[CH:36]=[C:37]([CH:39]=[CH:40][C:41]=1[F:42])[NH2:38].C(N(CC)C(C)C)(C)C. (2) Given the product [C:20]([C:2]1[CH:3]=[CH:4][C:5]([CH2:6][OH:8])=[CH:10][CH:11]=1)#[CH:21], predict the reactants needed to synthesize it. The reactants are: Br[C:2]1[CH:11]=[CH:10][C:5]([C:6]([O:8]C)=O)=[CH:4][C:3]=1CBr.C([O-])([O-])=O.[K+].[K+].[CH3:20][C:21](C)=O. (3) Given the product [Si:18]([O:35][CH:36]1[CH2:37][C:38](=[CH:9][C:7]#[N:8])[CH2:39]1)([C:31]([CH3:33])([CH3:34])[CH3:32])([C:25]1[CH:26]=[CH:27][CH:28]=[CH:29][CH:30]=1)[C:19]1[CH:24]=[CH:23][CH:22]=[CH:21][CH:20]=1, predict the reactants needed to synthesize it. The reactants are: CC(C)([O-])C.[K+].[C:7]([CH2:9]P(=O)(OCC)OCC)#[N:8].[Si:18]([O:35][CH:36]1[CH2:39][C:38](=O)[CH2:37]1)([C:31]([CH3:34])([CH3:33])[CH3:32])([C:25]1[CH:30]=[CH:29][CH:28]=[CH:27][CH:26]=1)[C:19]1[CH:24]=[CH:23][CH:22]=[CH:21][CH:20]=1. (4) The reactants are: [N+:1]([C:4]1[CH:5]=[C:6]([OH:10])[CH:7]=[CH:8][CH:9]=1)([O-:3])=[O:2].[OH-].[Na+].Br[CH2:14][CH2:15][OH:16]. Given the product [N+:1]([C:4]1[CH:5]=[C:6]([CH:7]=[CH:8][CH:9]=1)[O:10][CH2:14][CH2:15][OH:16])([O-:3])=[O:2], predict the reactants needed to synthesize it. (5) Given the product [CH3:15][O:13][C:12]([C:9]1[CH:8]=[N:7][C:6]([OH:5])=[CH:11][N:10]=1)=[O:14], predict the reactants needed to synthesize it. The reactants are: S(Cl)(Cl)=O.[OH:5][C:6]1[N:7]=[CH:8][C:9]([C:12]([OH:14])=[O:13])=[N:10][CH:11]=1.[CH3:15]O. (6) Given the product [Cl:15][C:16]1[C:17]([CH2:30][O:31][C:35]2[CH:36]=[CH:37][C:38]([O:39][C:40]([F:42])([F:43])[F:41])=[C:33]([Cl:32])[CH:34]=2)=[CH:18][C:19]([F:29])=[C:20]([CH:28]=1)[C:21]([O:23][C:24]([CH3:26])([CH3:27])[CH3:25])=[O:22], predict the reactants needed to synthesize it. The reactants are: ClC1C(CO)=CC(F)=C(C=1)C(OC)=O.[Cl:15][C:16]1[C:17]([CH2:30][OH:31])=[CH:18][C:19]([F:29])=[C:20]([CH:28]=1)[C:21]([O:23][C:24]([CH3:27])([CH3:26])[CH3:25])=[O:22].[Cl:32][C:33]1[CH:34]=[C:35](O)[CH:36]=[CH:37][C:38]=1[O:39][C:40]([F:43])([F:42])[F:41].